Dataset: Forward reaction prediction with 1.9M reactions from USPTO patents (1976-2016). Task: Predict the product of the given reaction. (1) The product is: [C:9]1([C:15]2[N:20]=[CH:19][C:18]([C:21]3[CH:22]=[N:23][N:24]4[C:7]([NH2:8])=[C:3]5[CH2:4][S:5][CH2:6][C:2]5=[N:26][C:25]=34)=[CH:17][CH:16]=2)[CH:10]=[CH:11][CH:12]=[CH:13][CH:14]=1. Given the reactants O=[C:2]1[CH2:6][S:5][CH2:4][CH:3]1[C:7]#[N:8].[C:9]1([C:15]2[N:20]=[CH:19][C:18]([C:21]3[CH:22]=[N:23][NH:24][C:25]=3[NH2:26])=[CH:17][CH:16]=2)[CH:14]=[CH:13][CH:12]=[CH:11][CH:10]=1, predict the reaction product. (2) Given the reactants [CH2:1]([O:3][C:4]([C:6]1[CH:7]=[C:8]2[C:13](=[CH:14][CH:15]=1)[NH:12][CH:11]([C:16]1[CH:21]=[CH:20][CH:19]=[C:18]([C:22](O)=[O:23])[CH:17]=1)[CH2:10][C:9]2([CH3:26])[CH3:25])=[O:5])[CH3:2].CN(C(ON1N=NC2[CH:38]=[CH:39][CH:40]=[N:41]C1=2)=[N+](C)C)C.F[P-](F)(F)(F)(F)F.C(N(CC)CC)C.C1(N)CC1, predict the reaction product. The product is: [CH2:1]([O:3][C:4]([C:6]1[CH:7]=[C:8]2[C:13](=[CH:14][CH:15]=1)[NH:12][CH:11]([C:16]1[CH:21]=[CH:20][CH:19]=[C:18]([C:22](=[O:23])[NH:41][CH:40]3[CH2:38][CH2:39]3)[CH:17]=1)[CH2:10][C:9]2([CH3:25])[CH3:26])=[O:5])[CH3:2].